Task: Predict which catalyst facilitates the given reaction.. Dataset: Catalyst prediction with 721,799 reactions and 888 catalyst types from USPTO Reactant: O=[C:2]1[CH2:7][C:6](=[O:8])[CH2:5][CH:4]([C:9]([OH:11])=[O:10])[CH2:3]1.[F:12][C:13]([F:22])([F:21])[C:14]1[CH:15]=[C:16]([CH:18]=[CH:19][CH:20]=1)[NH2:17].FC(F)(F)S([O-])(=O)=O.[Yb+3].FC(F)(F)S([O-])(=O)=O.FC(F)(F)S([O-])(=O)=O.[OH-].[Na+]. Product: [O:8]=[C:6]1[CH2:5][CH:4]([C:9]([OH:11])=[O:10])[CH2:3][C:2]([NH:17][C:16]2[CH:18]=[CH:19][CH:20]=[C:14]([C:13]([F:12])([F:21])[F:22])[CH:15]=2)=[CH:7]1. The catalyst class is: 145.